This data is from NCI-60 drug combinations with 297,098 pairs across 59 cell lines. The task is: Regression. Given two drug SMILES strings and cell line genomic features, predict the synergy score measuring deviation from expected non-interaction effect. (1) Drug 1: CC1=C2C(C(=O)C3(C(CC4C(C3C(C(C2(C)C)(CC1OC(=O)C(C(C5=CC=CC=C5)NC(=O)C6=CC=CC=C6)O)O)OC(=O)C7=CC=CC=C7)(CO4)OC(=O)C)O)C)OC(=O)C. Drug 2: C1=CC(=C(C=C1I)F)NC2=C(C=CC(=C2F)F)C(=O)NOCC(CO)O. Cell line: HCT116. Synergy scores: CSS=66.7, Synergy_ZIP=1.02, Synergy_Bliss=-0.864, Synergy_Loewe=0.396, Synergy_HSA=3.51. (2) Drug 1: CN(C(=O)NC(C=O)C(C(C(CO)O)O)O)N=O. Drug 2: CC1C(C(CC(O1)OC2CC(CC3=C2C(=C4C(=C3O)C(=O)C5=CC=CC=C5C4=O)O)(C(=O)C)O)N)O. Cell line: MDA-MB-231. Synergy scores: CSS=37.6, Synergy_ZIP=-10.1, Synergy_Bliss=-9.25, Synergy_Loewe=-28.1, Synergy_HSA=-5.20. (3) Drug 1: CC1=C(C=C(C=C1)NC2=NC=CC(=N2)N(C)C3=CC4=NN(C(=C4C=C3)C)C)S(=O)(=O)N.Cl. Drug 2: CC(C1=C(C=CC(=C1Cl)F)Cl)OC2=C(N=CC(=C2)C3=CN(N=C3)C4CCNCC4)N. Cell line: NCI-H226. Synergy scores: CSS=2.69, Synergy_ZIP=-2.85, Synergy_Bliss=-1.36, Synergy_Loewe=-1.03, Synergy_HSA=-0.974. (4) Drug 1: C1CCC(C(C1)N)N.C(=O)(C(=O)[O-])[O-].[Pt+4]. Drug 2: N.N.Cl[Pt+2]Cl. Cell line: T-47D. Synergy scores: CSS=37.1, Synergy_ZIP=-2.55, Synergy_Bliss=3.46, Synergy_Loewe=4.02, Synergy_HSA=6.33. (5) Drug 1: CN(CC1=CN=C2C(=N1)C(=NC(=N2)N)N)C3=CC=C(C=C3)C(=O)NC(CCC(=O)O)C(=O)O. Drug 2: CC1C(C(CC(O1)OC2CC(CC3=C2C(=C4C(=C3O)C(=O)C5=CC=CC=C5C4=O)O)(C(=O)C)O)N)O. Cell line: NCI/ADR-RES. Synergy scores: CSS=41.9, Synergy_ZIP=-0.202, Synergy_Bliss=-1.81, Synergy_Loewe=0.776, Synergy_HSA=2.58. (6) Drug 1: CCC1(CC2CC(C3=C(CCN(C2)C1)C4=CC=CC=C4N3)(C5=C(C=C6C(=C5)C78CCN9C7C(C=CC9)(C(C(C8N6C)(C(=O)OC)O)OC(=O)C)CC)OC)C(=O)OC)O.OS(=O)(=O)O. Drug 2: CC1C(C(CC(O1)OC2CC(CC3=C2C(=C4C(=C3O)C(=O)C5=CC=CC=C5C4=O)O)(C(=O)C)O)N)O. Cell line: MCF7. Synergy scores: CSS=39.9, Synergy_ZIP=-3.75, Synergy_Bliss=-3.96, Synergy_Loewe=0.490, Synergy_HSA=1.79.